From a dataset of Forward reaction prediction with 1.9M reactions from USPTO patents (1976-2016). Predict the product of the given reaction. (1) Given the reactants [C:1]([C:5]1[CH:6]=[C:7]([C:28]([CH3:33])([CH3:32])[C:29]([NH2:31])=O)[CH:8]=[C:9]([C:11]2[N:12]([CH2:21][CH:22]3[CH2:27][CH2:26][CH2:25][CH2:24][CH2:23]3)[C:13]([CH3:20])=[C:14]([S:16](=[O:19])(=[O:18])[NH2:17])[CH:15]=2)[CH:10]=1)([CH3:4])([CH3:3])[CH3:2], predict the reaction product. The product is: [NH2:31][CH2:29][C:28]([C:7]1[CH:8]=[C:9]([C:11]2[N:12]([CH2:21][CH:22]3[CH2:27][CH2:26][CH2:25][CH2:24][CH2:23]3)[C:13]([CH3:20])=[C:14]([S:16]([NH2:17])(=[O:19])=[O:18])[CH:15]=2)[CH:10]=[C:5]([C:1]([CH3:2])([CH3:3])[CH3:4])[CH:6]=1)([CH3:32])[CH3:33]. (2) Given the reactants Cl[C:2]1[C:3]2[C:4](=[CH:13][N:14](CC3C=CC(OC)=CC=3)[N:15]=2)[N:5]=[C:6]([C:8]2[S:9][CH:10]=[CH:11][CH:12]=2)[N:7]=1.[CH3:25][N:26]1[CH2:31][CH2:30][N:29]([CH:32]2[CH2:37][CH2:36][N:35]([C:38]3[CH:44]=[CH:43][C:41]([NH2:42])=[CH:40][CH:39]=3)[CH2:34][CH2:33]2)[CH2:28][CH2:27]1.Cl, predict the reaction product. The product is: [CH3:25][N:26]1[CH2:31][CH2:30][N:29]([CH:32]2[CH2:37][CH2:36][N:35]([C:38]3[CH:44]=[CH:43][C:41]([NH:42][C:2]4[C:3]5[NH:15][N:14]=[CH:13][C:4]=5[N:5]=[C:6]([C:8]5[S:9][CH:10]=[CH:11][CH:12]=5)[N:7]=4)=[CH:40][CH:39]=3)[CH2:34][CH2:33]2)[CH2:28][CH2:27]1.